From a dataset of Forward reaction prediction with 1.9M reactions from USPTO patents (1976-2016). Predict the product of the given reaction. (1) The product is: [OH:35][CH:33]([CH3:34])[CH2:32][NH:31][C:28]([C:4]1[C:3]([O:2][CH3:1])=[CH:27][C:7]2[N:8]([CH3:26])[C:9]([NH:11][C:12]3[S:13][C:14]4[CH:20]=[C:19]([O:21][C:22]([F:23])([F:25])[F:24])[CH:18]=[CH:17][C:15]=4[N:16]=3)=[N:10][C:6]=2[CH:5]=1)=[O:29]. Given the reactants [CH3:1][O:2][C:3]1[C:4]([C:28](O)=[O:29])=[CH:5][C:6]2[N:10]=[C:9]([NH:11][C:12]3[S:13][C:14]4[CH:20]=[C:19]([O:21][C:22]([F:25])([F:24])[F:23])[CH:18]=[CH:17][C:15]=4[N:16]=3)[N:8]([CH3:26])[C:7]=2[CH:27]=1.[NH2:31][CH2:32][CH:33]([OH:35])[CH3:34].CN(C(ON1N=NC2C=CC=CC1=2)=[N+](C)C)C.F[P-](F)(F)(F)(F)F.CCN(C(C)C)C(C)C, predict the reaction product. (2) Given the reactants Cl.[Cl:2][C:3]1[C:4]([F:28])=[C:5]([CH:25]=[CH:26][CH:27]=1)[NH:6][C:7]1[C:16]2[C:11](=[CH:12][C:13]([O:23][CH3:24])=[C:14]([O:17][C@@H:18]3[CH2:22][CH2:21][NH:20][CH2:19]3)[CH:15]=2)[N:10]=[CH:9][N:8]=1.[CH2:29]=O, predict the reaction product. The product is: [Cl:2][C:3]1[C:4]([F:28])=[C:5]([CH:25]=[CH:26][CH:27]=1)[NH:6][C:7]1[C:16]2[C:11](=[CH:12][C:13]([O:23][CH3:24])=[C:14]([O:17][C@@H:18]3[CH2:22][CH2:21][N:20]([CH3:29])[CH2:19]3)[CH:15]=2)[N:10]=[CH:9][N:8]=1.